Dataset: Catalyst prediction with 721,799 reactions and 888 catalyst types from USPTO. Task: Predict which catalyst facilitates the given reaction. (1) Reactant: [CH3:1][NH:2][C:3]1[C:4]([NH2:15])=[CH:5][C:6]([CH2:9][N:10]2[CH2:14][CH2:13][CH2:12][CH2:11]2)=[CH:7][CH:8]=1.[C:16]([O-])(O)=O.[Na+]. Product: [CH3:1][N:2]1[C:3]2[CH:8]=[CH:7][C:6]([CH2:9][N:10]3[CH2:11][CH2:12][CH2:13][CH2:14]3)=[CH:5][C:4]=2[N:15]=[CH:16]1. The catalyst class is: 106. (2) Reactant: Br[C:2]1[N:3]=[CH:4][N:5]([C:7]([C:20]2[CH:25]=[CH:24][CH:23]=[CH:22][CH:21]=2)([C:14]2[CH:19]=[CH:18][CH:17]=[CH:16][CH:15]=2)[C:8]2[CH:13]=[CH:12][CH:11]=[CH:10][CH:9]=2)[CH:6]=1.[C:26]([C:28]1[CH:29]=[C:30](B(O)O)[CH:31]=[CH:32][CH:33]=1)#[N:27].COCCOC.C(=O)([O-])[O-].[Na+].[Na+]. Product: [C:26]([C:28]1[CH:33]=[C:32]([C:2]2[N:3]=[CH:4][N:5]([C:7]([C:8]3[CH:9]=[CH:10][CH:11]=[CH:12][CH:13]=3)([C:14]3[CH:19]=[CH:18][CH:17]=[CH:16][CH:15]=3)[C:20]3[CH:21]=[CH:22][CH:23]=[CH:24][CH:25]=3)[CH:6]=2)[CH:31]=[CH:30][CH:29]=1)#[N:27]. The catalyst class is: 668. (3) Reactant: [CH:1]1([C:4]2[NH:8][N:7]=[C:6]([C:9]3[S:10][C:11]([Cl:14])=[CH:12][CH:13]=3)[C:5]=2[C:15]2[CH:20]=[CH:19][N:18]=[CH:17][CH:16]=2)[CH2:3][CH2:2]1.I[CH:22]([CH3:24])[CH3:23].C(=O)([O-])[O-].[Cs+].[Cs+]. Product: [CH:1]1([C:4]2[N:8]([CH:22]([CH3:24])[CH3:23])[N:7]=[C:6]([C:9]3[S:10][C:11]([Cl:14])=[CH:12][CH:13]=3)[C:5]=2[C:15]2[CH:20]=[CH:19][N:18]=[CH:17][CH:16]=2)[CH2:3][CH2:2]1.[CH:1]1([C:4]2[C:5]([C:15]3[CH:20]=[CH:19][N:18]=[CH:17][CH:16]=3)=[C:6]([C:9]3[S:10][C:11]([Cl:14])=[CH:12][CH:13]=3)[N:7]([CH:22]([CH3:24])[CH3:23])[N:8]=2)[CH2:3][CH2:2]1. The catalyst class is: 35. (4) The catalyst class is: 3. Product: [CH3:10][C:6]1[CH:5]=[C:4]([CH3:11])[C:3]([CH3:12])=[C:2]2[C:7]=1[CH:8]=[C:22]([C:23]([O:25][CH2:26][CH3:27])=[O:24])[CH:21]([C:20]([F:19])([F:29])[F:28])[O:1]2. Reactant: [OH:1][C:2]1[C:7]([CH:8]=O)=[C:6]([CH3:10])[CH:5]=[C:4]([CH3:11])[C:3]=1[CH3:12].C([O-])([O-])=O.[K+].[K+].[F:19][C:20]([F:29])([F:28])/[CH:21]=[CH:22]/[C:23]([O:25][CH2:26][CH3:27])=[O:24]. (5) Reactant: [CH2:1]([O:3][C:4](=[O:22])[CH2:5][C:6]1[NH:11][C:10]2[S:12][CH:13]=[C:14]([C:15]3[CH:20]=[CH:19][CH:18]=[CH:17][CH:16]=3)[C:9]=2[C:8](=[O:21])[CH:7]=1)[CH3:2].N1C=CC=CC=1.[F:29][C:30]([F:43])([F:42])[S:31](O[S:31]([C:30]([F:43])([F:42])[F:29])(=[O:33])=[O:32])(=[O:33])=[O:32]. Product: [CH2:1]([O:3][C:4](=[O:22])[CH2:5][C:6]1[N:11]=[C:10]2[S:12][CH:13]=[C:14]([C:15]3[CH:16]=[CH:17][CH:18]=[CH:19][CH:20]=3)[C:9]2=[C:8]([O:21][S:31]([C:30]([F:43])([F:42])[F:29])(=[O:33])=[O:32])[CH:7]=1)[CH3:2]. The catalyst class is: 2. (6) Reactant: CS[C:3]1[N:7]([C:8]([O:10][C:11]([CH3:14])([CH3:13])[CH3:12])=[O:9])[C@H:6]2[CH2:15][CH2:16][CH2:17][CH2:18][C@H:5]2[N:4]=1.[F:19][C:20]1[CH:21]=[C:22]([CH:25]=[CH:26][C:27]=1[F:28])[CH2:23][NH2:24]. Product: [C:11]([O:10][C:8]([N:7]1[C@H:6]2[CH2:15][CH2:16][CH2:17][CH2:18][C@H:5]2[N:4]=[C:3]1[NH:24][CH2:23][C:22]1[CH:25]=[CH:26][C:27]([F:28])=[C:20]([F:19])[CH:21]=1)=[O:9])([CH3:14])([CH3:13])[CH3:12]. The catalyst class is: 4.